Dataset: Catalyst prediction with 721,799 reactions and 888 catalyst types from USPTO. Task: Predict which catalyst facilitates the given reaction. (1) Reactant: [C:1](O)(=[O:3])[CH3:2].CCN=C=NCCCN(C)C.C1C=CC2N(O)N=NC=2C=1.[NH2:26][CH:27]1[CH2:32][CH2:31][N:30]([C:33](=[O:56])[C@@H:34]([NH:43][C:44]([C:46]2[NH:55][C:49]3=[CH:50][N:51]=[C:52]([Cl:54])[CH:53]=[C:48]3[CH:47]=2)=[O:45])[CH2:35][C:36]2[CH:41]=[CH:40][C:39]([F:42])=[CH:38][CH:37]=2)[CH2:29][CH2:28]1.CCN(C(C)C)C(C)C. Product: [C:1]([NH:26][CH:27]1[CH2:28][CH2:29][N:30]([C:33](=[O:56])[C@@H:34]([NH:43][C:44]([C:46]2[NH:55][C:49]3=[CH:50][N:51]=[C:52]([Cl:54])[CH:53]=[C:48]3[CH:47]=2)=[O:45])[CH2:35][C:36]2[CH:41]=[CH:40][C:39]([F:42])=[CH:38][CH:37]=2)[CH2:31][CH2:32]1)(=[O:3])[CH3:2]. The catalyst class is: 3. (2) Reactant: [Br-].[F:2][C:3]1[CH:8]=[CH:7][C:6]([C:9]2[C:13]([C:14]3[CH:19]=[CH:18][CH:17]=[CH:16][CH:15]=3)=[C:12]([C:20](=[O:31])[NH:21][CH2:22][C:23]3[CH:28]=[CH:27][C:26]([O:29][CH3:30])=[CH:25][CH:24]=3)[N:11]([CH:32]([CH3:34])[CH3:33])[C:10]=2[CH2:35][P+](C2C=CC=CC=2)(C2C=CC=CC=2)C2C=CC=CC=2)=[CH:5][CH:4]=1.C[Si]([N-][Si](C)(C)C)(C)C.[Na+].[C:65]([O:69][C:70](=[O:82])[CH2:71][CH:72]1[CH2:77][CH:76]([CH:78]=O)[O:75][C:74]([CH3:81])([CH3:80])[O:73]1)([CH3:68])([CH3:67])[CH3:66]. Product: [C:65]([O:69][C:70](=[O:82])[CH2:71][CH:72]1[CH2:77][CH:76]([CH:78]=[CH:35][C:10]2[N:11]([CH:32]([CH3:34])[CH3:33])[C:12]([C:20](=[O:31])[NH:21][CH2:22][C:23]3[CH:24]=[CH:25][C:26]([O:29][CH3:30])=[CH:27][CH:28]=3)=[C:13]([C:14]3[CH:19]=[CH:18][CH:17]=[CH:16][CH:15]=3)[C:9]=2[C:6]2[CH:7]=[CH:8][C:3]([F:2])=[CH:4][CH:5]=2)[O:75][C:74]([CH3:80])([CH3:81])[O:73]1)([CH3:66])([CH3:67])[CH3:68]. The catalyst class is: 1. (3) Product: [C:1]([O:5][C@@H:6]([C:11]1[C:40]([CH3:41])=[C:39]([CH2:42][CH3:43])[C:38]2=[N:44][C:35]3=[CH:36][N:37]2[C:12]=1[N:13]1[CH2:49][CH2:48][C:16]([CH3:50])([O:17][CH2:18][CH2:19][CH2:20][CH2:21][C@H:22]([CH3:47])[O:23][C:24]2[CH:25]=[CH:26][C:27]([F:46])=[CH:28][C:29]=2[C:30]2[CH:45]=[C:34]3[CH:33]=[CH:32][CH:31]=2)[CH2:15][CH2:14]1)[C:7]([O:9][CH3:10])=[O:8])([CH3:2])([CH3:3])[CH3:4]. The catalyst class is: 19. Reactant: [C:1]([O:5][C@@H:6]([C:11]1[C:40]([CH3:41])=[C:39]([CH:42]=[CH2:43])[C:38]2=[N:44][C:35]3=[CH:36][N:37]2[C:12]=1[N:13]1[CH2:49][CH2:48][C:16]([CH3:50])([O:17][CH2:18][CH2:19][CH2:20][CH2:21][C@H:22]([CH3:47])[O:23][C:24]2[CH:25]=[CH:26][C:27]([F:46])=[CH:28][C:29]=2[C:30]2[CH:45]=[C:34]3[CH:33]=[CH:32][CH:31]=2)[CH2:15][CH2:14]1)[C:7]([O:9][CH3:10])=[O:8])([CH3:4])([CH3:3])[CH3:2]. (4) Reactant: [Cl:1][C:2]1[CH:3]=[C:4]2[C:9](=[CH:10][C:11]=1[OH:12])[NH:8][C:7](=[O:13])[C:6]([CH2:14][NH:15][C:16]1[CH:23]=[CH:22][C:19]([C:20]#[N:21])=[C:18]([O:24][CH3:25])[CH:17]=1)=[CH:5]2.[N:26]1[CH:31]=[CH:30][CH:29]=[C:28]([CH2:32]O)[CH:27]=1.C1(P(C2C=CC=CC=2)C2C=CC=CC=2)C=CC=CC=1.N(/C(OC(C)C)=O)=N\C(OC(C)C)=O. Product: [Cl:1][C:2]1[CH:3]=[C:4]2[C:9](=[CH:10][C:11]=1[O:12][CH2:32][C:28]1[CH:27]=[N:26][CH:31]=[CH:30][CH:29]=1)[NH:8][C:7](=[O:13])[C:6]([CH2:14][NH:15][C:16]1[CH:23]=[CH:22][C:19]([C:20]#[N:21])=[C:18]([O:24][CH3:25])[CH:17]=1)=[CH:5]2. The catalyst class is: 1.